Predict which catalyst facilitates the given reaction. From a dataset of Catalyst prediction with 721,799 reactions and 888 catalyst types from USPTO. (1) Reactant: [F:1][C:2]1[CH:3]=[C:4]([CH:57]=[C:58]([F:60])[CH:59]=1)[CH2:5][C:6]1[CH:7]=[C:8]2[C:12](=[CH:13][CH:14]=1)[N:11](C(C1C=CC=CC=1)(C1C=CC=CC=1)C1C=CC=CC=1)[N:10]=[C:9]2[NH:34][C:35](=[O:56])[C:36]1[CH:41]=[C:40]([C:42]([N:44]2[CH2:48][CH2:47][CH2:46][C@H:45]2[CH2:49][N:50]2[CH2:54][CH2:53][CH2:52][CH2:51]2)=[O:43])[CH:39]=[CH:38][C:37]=1[F:55].C(O)(C(F)(F)F)=O. Product: [F:1][C:2]1[CH:3]=[C:4]([CH:57]=[C:58]([F:60])[CH:59]=1)[CH2:5][C:6]1[CH:7]=[C:8]2[C:12](=[CH:13][CH:14]=1)[NH:11][N:10]=[C:9]2[NH:34][C:35](=[O:56])[C:36]1[CH:41]=[C:40]([C:42]([N:44]2[CH2:48][CH2:47][CH2:46][C@H:45]2[CH2:49][N:50]2[CH2:54][CH2:53][CH2:52][CH2:51]2)=[O:43])[CH:39]=[CH:38][C:37]=1[F:55]. The catalyst class is: 2. (2) Reactant: F[C:2]1[CH:7]=[C:6]([C:8]2[N:9]([CH3:22])[C:10]([S:20][CH3:21])=[N:11][C:12]=2[C:13]2[CH:18]=[CH:17][C:16]([F:19])=[CH:15][CH:14]=2)[CH:5]=[CH:4][N:3]=1.[NH2:23][C@@H:24]1[CH2:29][CH2:28][CH2:27][CH2:26][C@H:25]1[OH:30]. Product: [F:19][C:16]1[CH:17]=[CH:18][C:13]([C:12]2[N:11]=[C:10]([S:20][CH3:21])[N:9]([CH3:22])[C:8]=2[C:6]2[CH:5]=[CH:4][N:3]=[C:2]([NH:23][CH:24]3[CH2:29][CH2:28][CH2:27][CH2:26][CH:25]3[OH:30])[CH:7]=2)=[CH:14][CH:15]=1. The catalyst class is: 13. (3) Reactant: [CH2:1]([C:3]([CH2:8][OH:9])([CH2:6][OH:7])[CH2:4][CH3:5])[OH:2].[SH:10][CH:11]([CH3:16])[CH2:12][C:13]([OH:15])=[O:14].O.C1(C)C=CC(S(O)(=O)=O)=CC=1.C(=O)([O-])O.[Na+]. Product: [SH:10][CH:11]([CH3:16])[CH2:12][C:13]([OH:15])=[O:14].[SH:10][CH:11]([CH3:16])[CH2:12][C:13]([OH:15])=[O:14].[SH:10][CH:11]([CH3:16])[CH2:12][C:13]([OH:15])=[O:14].[CH2:1]([C:3]([CH2:8][OH:9])([CH2:6][OH:7])[CH2:4][CH3:5])[OH:2]. The catalyst class is: 11. (4) Reactant: Cl[C:2]1[N:7]=[C:6]([N:8]2[CH2:13][CH2:12][O:11][CH2:10][CH2:9]2)[N:5]=[C:4]([N:14]2[C:18]3[CH:19]=[CH:20][CH:21]=[CH:22][C:17]=3[N:16]=[C:15]2[CH:23]([F:25])[F:24])[N:3]=1.Cl.[CH3:27][C@H:28]1[O:33][CH2:32][CH2:31][NH:30][C@H:29]1[CH3:34].C(=O)([O-])[O-].[K+].[K+].CN(C=O)C. Product: [F:25][CH:23]([F:24])[C:15]1[N:14]([C:4]2[N:3]=[C:2]([N:30]3[CH2:31][CH2:32][O:33][C@@H:28]([CH3:27])[C@H:29]3[CH3:34])[N:7]=[C:6]([N:8]3[CH2:13][CH2:12][O:11][CH2:10][CH2:9]3)[N:5]=2)[C:18]2[CH:19]=[CH:20][CH:21]=[CH:22][C:17]=2[N:16]=1. The catalyst class is: 6. (5) Reactant: [OH:1][CH2:2][C@H:3]1[CH2:8][N:7]([C:9]([O:11][C:12]([CH3:15])([CH3:14])[CH3:13])=[O:10])[CH2:6][CH2:5][N:4]1[C:16]([O:18][CH2:19][C:20]1[CH:25]=[CH:24][CH:23]=[CH:22][CH:21]=1)=[O:17].CC(OI1(OC(C)=O)(OC(C)=O)OC(=O)C2C=CC=CC1=2)=O.[OH-].[Ca+2].[OH-]. Product: [CH:2]([C@H:3]1[CH2:8][N:7]([C:9]([O:11][C:12]([CH3:15])([CH3:13])[CH3:14])=[O:10])[CH2:6][CH2:5][N:4]1[C:16]([O:18][CH2:19][C:20]1[CH:25]=[CH:24][CH:23]=[CH:22][CH:21]=1)=[O:17])=[O:1]. The catalyst class is: 2. (6) The catalyst class is: 29. Reactant: Cl[C:2]1[N:7]=[N:6][C:5]([N:8]2[C:12]([C:13]3[CH:18]=[CH:17][C:16]([CH3:19])=[CH:15][N:14]=3)=[CH:11][C:10]([C:20]([O:22][CH2:23][CH3:24])=[O:21])=[N:9]2)=[CH:4][CH:3]=1.C([O-])=O.[NH4+]. Product: [CH3:19][C:16]1[CH:17]=[CH:18][C:13]([C:12]2[N:8]([C:5]3[N:6]=[N:7][CH:2]=[CH:3][CH:4]=3)[N:9]=[C:10]([C:20]([O:22][CH2:23][CH3:24])=[O:21])[CH:11]=2)=[N:14][CH:15]=1. (7) The catalyst class is: 12. Product: [NH2:20][CH:21]1[CH2:26][CH2:25][N:24]([C:2]2[CH:7]=[N:6][CH:5]=[CH:4][N:3]=2)[CH2:23][CH2:22]1. Reactant: Cl[C:2]1[CH:7]=[N:6][CH:5]=[CH:4][N:3]=1.C(=O)([O-])[O-].[K+].[K+].C(C([NH:20][CH:21]1[CH2:26][CH2:25][NH:24][CH2:23][CH2:22]1)=O)(C)(C)C.C(Cl)(Cl)Cl. (8) Reactant: [OH:1][C:2]1[CH:3]=[C:4]([CH:7]=[C:8]([OH:10])[CH:9]=1)[C:5]#[N:6].C([O-])([O-])=O.[K+].[K+].[CH2:17](Br)[C:18]1[CH:23]=[CH:22][CH:21]=[CH:20][CH:19]=1. Product: [CH2:17]([O:1][C:2]1[CH:3]=[C:4]([CH:7]=[C:8]([OH:10])[CH:9]=1)[C:5]#[N:6])[C:18]1[CH:23]=[CH:22][CH:21]=[CH:20][CH:19]=1. The catalyst class is: 23. (9) Reactant: C[O:2][C:3]([C:5]1([C:9]2[CH:14]=[CH:13][C:12]([NH:15][C:16]3[N:21]=[C:20]([N:22]([C:24]([CH3:27])([CH3:26])[CH3:25])[CH3:23])[CH:19]=[C:18]([C:28]4[CH:33]=[CH:32][CH:31]=[CH:30][CH:29]=4)[N:17]=3)=[CH:11][CH:10]=2)[CH2:8][CH2:7][CH2:6]1)=[O:4].C1COCC1.[OH-].[Na+]. Product: [C:24]([N:22]([CH3:23])[C:20]1[CH:19]=[C:18]([C:28]2[CH:29]=[CH:30][CH:31]=[CH:32][CH:33]=2)[N:17]=[C:16]([NH:15][C:12]2[CH:11]=[CH:10][C:9]([C:5]3([C:3]([OH:4])=[O:2])[CH2:8][CH2:7][CH2:6]3)=[CH:14][CH:13]=2)[N:21]=1)([CH3:27])([CH3:26])[CH3:25]. The catalyst class is: 24.